Dataset: NCI-60 drug combinations with 297,098 pairs across 59 cell lines. Task: Regression. Given two drug SMILES strings and cell line genomic features, predict the synergy score measuring deviation from expected non-interaction effect. (1) Drug 1: C1=NC2=C(N1)C(=S)N=C(N2)N. Drug 2: C1=NC(=NC(=O)N1C2C(C(C(O2)CO)O)O)N. Cell line: MOLT-4. Synergy scores: CSS=33.1, Synergy_ZIP=-7.38, Synergy_Bliss=-12.2, Synergy_Loewe=-17.2, Synergy_HSA=-11.1. (2) Drug 1: CC1C(C(CC(O1)OC2CC(CC3=C2C(=C4C(=C3O)C(=O)C5=C(C4=O)C(=CC=C5)OC)O)(C(=O)C)O)N)O.Cl. Synergy scores: CSS=26.1, Synergy_ZIP=-2.66, Synergy_Bliss=3.04, Synergy_Loewe=3.46, Synergy_HSA=3.53. Drug 2: C1CCC(C(C1)N)N.C(=O)(C(=O)[O-])[O-].[Pt+4]. Cell line: SN12C. (3) Drug 1: CC1=C(C=C(C=C1)NC(=O)C2=CC=C(C=C2)CN3CCN(CC3)C)NC4=NC=CC(=N4)C5=CN=CC=C5. Drug 2: CC1=C2C(C(=O)C3(C(CC4C(C3C(C(C2(C)C)(CC1OC(=O)C(C(C5=CC=CC=C5)NC(=O)OC(C)(C)C)O)O)OC(=O)C6=CC=CC=C6)(CO4)OC(=O)C)O)C)O. Cell line: NCI-H460. Synergy scores: CSS=24.0, Synergy_ZIP=14.0, Synergy_Bliss=15.1, Synergy_Loewe=10.6, Synergy_HSA=11.2.